Task: Predict the reactants needed to synthesize the given product.. Dataset: Full USPTO retrosynthesis dataset with 1.9M reactions from patents (1976-2016) (1) Given the product [OH:19][N:18]=[C:14]([C:11]1[S:12][CH:13]=[C:9]([CH2:8][O:7][CH2:6][O:5][CH2:4][CH2:3][Si:2]([CH3:17])([CH3:16])[CH3:1])[N:10]=1)[NH2:15], predict the reactants needed to synthesize it. The reactants are: [CH3:1][Si:2]([CH3:17])([CH3:16])[CH2:3][CH2:4][O:5][CH2:6][O:7][CH2:8][C:9]1[N:10]=[C:11]([C:14]#[N:15])[S:12][CH:13]=1.[NH2:18][OH:19].Cl.C([O-])([O-])=O.[Na+].[Na+]. (2) Given the product [Cl:1][C:2]1[CH:3]=[C:4]([N:10]2[C:14]([CH3:15])=[C:13]([CH2:16][C:17]3[CH:18]=[CH:19][C:20]([C:23]4[O:24][C:27]([C:28]#[N:30])=[N:26][N:25]=4)=[CH:21][CH:22]=3)[C:12]([CH3:32])=[N:11]2)[CH:5]=[CH:6][C:7]=1[C:8]#[N:9], predict the reactants needed to synthesize it. The reactants are: [Cl:1][C:2]1[CH:3]=[C:4]([N:10]2[C:14]([CH3:15])=[C:13]([CH2:16][C:17]3[CH:22]=[CH:21][C:20]([C:23]([NH:25][NH:26][C:27](=O)[C:28]([NH2:30])=O)=[O:24])=[CH:19][CH:18]=3)[C:12]([CH3:32])=[N:11]2)[CH:5]=[CH:6][C:7]=1[C:8]#[N:9].P(Cl)(Cl)(Cl)=O.C(=O)([O-])O.[Na+]. (3) The reactants are: [CH2:1]([O:3][C:4]([C:6]1[CH:7]([C:25]2C=[CH:29][CH:28]=[CH:27][C:26]=2Cl)[N:8]([CH2:20][CH2:21][CH2:22][NH:23][CH3:24])[C:9](=[O:19])[NH:10][C:11]=1[CH2:12][O:13][CH2:14][CH2:15][N:16]=[N+:17]=[N-:18])=[O:5])[CH3:2].C(N(CC)CC)C.[C:39](Cl)(=[O:48])[CH2:40][CH2:41][C:42]1[CH:47]=[CH:46][CH:45]=[CH:44][CH:43]=1.[CH2:50]([Cl:52])Cl. Given the product [CH2:1]([O:3][C:4]([C:6]1[CH:7]([C:25]2[CH:26]=[CH:27][CH:28]=[CH:29][C:50]=2[Cl:52])[N:8]([CH2:20][CH2:21][CH2:22][N:23]([CH3:24])[C:39](=[O:48])[CH2:40][CH2:41][C:42]2[CH:47]=[CH:46][CH:45]=[CH:44][CH:43]=2)[C:9](=[O:19])[NH:10][C:11]=1[CH2:12][O:13][CH2:14][CH2:15][N:16]=[N+:17]=[N-:18])=[O:5])[CH3:2], predict the reactants needed to synthesize it. (4) The reactants are: C[O:2][C:3]([CH:5]1[CH2:9][C:8]([F:11])([F:10])[CH2:7][N:6]1[C:12]([O:14][C:15]([CH3:18])([CH3:17])[CH3:16])=[O:13])=[O:4].[OH-].[Li+]. Given the product [C:15]([O:14][C:12]([N:6]1[CH2:7][C:8]([F:10])([F:11])[CH2:9][CH:5]1[C:3]([OH:4])=[O:2])=[O:13])([CH3:18])([CH3:16])[CH3:17], predict the reactants needed to synthesize it. (5) Given the product [C:7]([C:14]1[C:13]([O:12][CH3:11])=[CH:18][C:17]([O:19][CH3:20])=[CH:16][C:15]=1[NH:21][C:22]([C:24]1[S:25][CH:26]=[C:27]([CH:29]([CH3:31])[CH3:30])[N:28]=1)=[O:23])(=[O:9])[CH3:8], predict the reactants needed to synthesize it. The reactants are: [Al](Cl)(CC)CC.[C:7](Cl)(=[O:9])[CH3:8].[CH3:11][O:12][C:13]1[CH:14]=[C:15]([NH:21][C:22]([C:24]2[S:25][CH:26]=[C:27]([CH:29]([CH3:31])[CH3:30])[N:28]=2)=[O:23])[CH:16]=[C:17]([O:19][CH3:20])[CH:18]=1. (6) Given the product [CH3:4][C:2]([O:5][C:6]([CH2:8][CH:9]=[CH:10][CH2:11][C:12]([C:19]([OH:21])=[O:20])=[C:13]([C:15]([OH:17])=[O:16])[CH3:14])=[O:7])([CH3:1])[CH3:3], predict the reactants needed to synthesize it. The reactants are: [CH3:1][C:2]([O:5][C:6]([CH2:8][CH:9]=[CH:10][CH2:11][C:12]([C:19]([O:21]C)=[O:20])=[C:13]([C:15]([O:17]C)=[O:16])[CH3:14])=[O:7])([CH3:4])[CH3:3].[OH-].[K+].